Dataset: Forward reaction prediction with 1.9M reactions from USPTO patents (1976-2016). Task: Predict the product of the given reaction. (1) Given the reactants [CH2:1]([O:3][CH2:4][CH2:5][O:6][C:7]1[C:8]([CH:13]=O)=[N:9][CH:10]=[CH:11][CH:12]=1)[CH3:2].[CH2:15]([O:17][C:18]([C:20]1[NH:21][CH:22]=[CH:23][C:24]=1[NH2:25])=[O:19])[CH3:16], predict the reaction product. The product is: [CH2:15]([O:17][C:18]([C:20]1[NH:21][CH:22]=[CH:23][C:24]=1[NH:25][CH2:13][C:8]1[C:7]([O:6][CH2:5][CH2:4][O:3][CH2:1][CH3:2])=[CH:12][CH:11]=[CH:10][N:9]=1)=[O:19])[CH3:16]. (2) The product is: [CH:1]1([CH2:4][O:5][C:6]2[N:11]=[C:10]([C:12]([N:26]3[CH2:27][CH2:28][C:24]4([CH2:21][O:22][CH2:23]4)[CH2:25]3)=[O:14])[CH:9]=[N:8][C:7]=2[N:15]2[CH2:18][C:17]([F:20])([F:19])[CH2:16]2)[CH2:2][CH2:3]1. Given the reactants [CH:1]1([CH2:4][O:5][C:6]2[N:11]=[C:10]([C:12]([OH:14])=O)[CH:9]=[N:8][C:7]=2[N:15]2[CH2:18][C:17]([F:20])([F:19])[CH2:16]2)[CH2:3][CH2:2]1.[CH2:21]1[C:24]2([CH2:28][CH2:27][NH:26][CH2:25]2)[CH2:23][O:22]1, predict the reaction product. (3) Given the reactants [H-].[Na+].[Br:3][C:4]1[CH:9]=[CH:8][C:7]([CH2:10][C:11]([O:13]C)=[O:12])=[CH:6][CH:5]=1.Br[CH2:16][CH2:17][CH2:18]Br.C(O)(=O)C, predict the reaction product. The product is: [Br:3][C:4]1[CH:9]=[CH:8][C:7]([C:10]2([C:11]([OH:13])=[O:12])[CH2:18][CH2:17][CH2:16]2)=[CH:6][CH:5]=1. (4) Given the reactants [CH3:1][C:2]1[CH:7]=[CH:6][C:5]([CH2:8][CH2:9][CH2:10][CH2:11][OH:12])=[CH:4][CH:3]=1.N1C=CN=C1.[Si:18](Cl)([C:21]([CH3:24])([CH3:23])[CH3:22])([CH3:20])[CH3:19], predict the reaction product. The product is: [Si:18]([O:12][CH2:11][CH2:10][CH2:9][CH2:8][C:5]1[CH:6]=[CH:7][C:2]([CH3:1])=[CH:3][CH:4]=1)([C:21]([CH3:24])([CH3:23])[CH3:22])([CH3:20])[CH3:19]. (5) Given the reactants [CH:1]1([O:6][C:7]2[CH:8]=[C:9]([CH:15]([N:21]3[CH2:29][C:28]4[C:23](=[CH:24][CH:25]=[CH:26][CH:27]=4)[C:22]3=[O:30])[CH2:16][C:17]([NH:19][OH:20])=[O:18])[CH:10]=[CH:11][C:12]=2[O:13][CH3:14])[CH2:5][CH2:4][CH2:3][CH2:2]1.[C:31](OC(=O)C)(=[O:33])[CH3:32], predict the reaction product. The product is: [C:31]([O:20][NH:19][C:17](=[O:18])[CH2:16][CH:15]([C:9]1[CH:10]=[CH:11][C:12]([O:13][CH3:14])=[C:7]([O:6][CH:1]2[CH2:2][CH2:3][CH2:4][CH2:5]2)[CH:8]=1)[N:21]1[CH2:29][C:28]2[C:23](=[CH:24][CH:25]=[CH:26][CH:27]=2)[C:22]1=[O:30])(=[O:33])[CH3:32]. (6) Given the reactants C([O:4][CH2:5][C:6]1[C:7]([N:33]2[CH2:45][CH2:44][N:36]3[C:37]4[CH2:38][CH2:39][CH2:40][CH2:41][C:42]=4[CH:43]=[C:35]3[C:34]2=[O:46])=[N:8][CH:9]=[CH:10][C:11]=1[C:12]1[CH:17]=[C:16]([NH:18][C:19]2[CH:24]=[CH:23][C:22]([O:25][CH:26]3[CH2:29][N:28]([CH3:30])[CH2:27]3)=[CH:21][N:20]=2)[C:15](=[O:31])[N:14]([CH3:32])[CH:13]=1)(=O)C.[OH-].[Li+], predict the reaction product. The product is: [OH:4][CH2:5][C:6]1[C:7]([N:33]2[CH2:45][CH2:44][N:36]3[C:37]4[CH2:38][CH2:39][CH2:40][CH2:41][C:42]=4[CH:43]=[C:35]3[C:34]2=[O:46])=[N:8][CH:9]=[CH:10][C:11]=1[C:12]1[CH:17]=[C:16]([NH:18][C:19]2[CH:24]=[CH:23][C:22]([O:25][CH:26]3[CH2:27][N:28]([CH3:30])[CH2:29]3)=[CH:21][N:20]=2)[C:15](=[O:31])[N:14]([CH3:32])[CH:13]=1. (7) Given the reactants [H-].[Na+].[Br-].[CH2:4]([O:6][C:7]([CH2:9][P+](C1C=CC=CC=1)(C1C=CC=CC=1)C1C=CC=CC=1)=[O:8])[CH3:5].[F:29][C:30]1[CH:37]=[CH:36][CH:35]=[CH:34][C:31]=1[CH:32]=O.[CH3:38]N(C=O)C, predict the reaction product. The product is: [F:29][C:30]1[CH:37]=[CH:36][CH:35]=[CH:34][C:31]=1/[CH:32]=[CH:9]/[C:7]([O:6][CH:4]([CH3:5])[CH3:38])=[O:8]. (8) Given the reactants [Cl:1][C:2]1[CH:26]=[CH:25][C:5]([CH2:6][N:7]2[C:15]3[C:10](=[CH:11][C:12]([CH:16]=[C:17]4[S:21][C:20](SC)=[N:19][C:18]4=[O:24])=[CH:13][CH:14]=3)[CH:9]=[N:8]2)=[C:4]([CH:27]2[CH2:29][CH2:28]2)[CH:3]=1.[NH:30]1[CH2:33][CH:32]([C:34]([OH:36])=[O:35])[CH2:31]1, predict the reaction product. The product is: [Cl:1][C:2]1[CH:26]=[CH:25][C:5]([CH2:6][N:7]2[C:15]3[C:10](=[CH:11][C:12]([CH:16]=[C:17]4[S:21][CH:20]([N:30]5[CH2:33][CH:32]([C:34]([OH:36])=[O:35])[CH2:31]5)[NH:19][C:18]4=[O:24])=[CH:13][CH:14]=3)[CH:9]=[N:8]2)=[C:4]([CH:27]2[CH2:28][CH2:29]2)[CH:3]=1. (9) Given the reactants [NH2:1][C:2]([CH3:15])([CH3:14])[CH2:3][C:4]1[N:8]([CH2:9][CH3:10])[N:7]=[C:6]([C:11]#[N:12])[C:5]=1[Br:13].[CH:16]([S:18]([CH3:21])(=[O:20])=[O:19])=[CH2:17], predict the reaction product. The product is: [Br:13][C:5]1[C:6]([C:11]#[N:12])=[N:7][N:8]([CH2:9][CH3:10])[C:4]=1[CH2:3][C:2]([CH3:14])([NH:1][CH2:17][CH2:16][S:18]([CH3:21])(=[O:20])=[O:19])[CH3:15].